This data is from Forward reaction prediction with 1.9M reactions from USPTO patents (1976-2016). The task is: Predict the product of the given reaction. (1) Given the reactants C(C1C=CC(CN2C(C)=C(C3C=CC=C(C(F)(F)F)C=3)C(=O)C(C(O)=O)=C2)=CC=1)#N.[F:31][C:32]([F:43])([F:42])[C:33]1[CH:38]=[C:37](B(O)O)[CH:36]=[CH:35][N:34]=1.BrC1C(=O)C(C(O)=O)=CN(CC2C=CC(C#N)=CC=2)C=1C.Br[C:66]1[C:67](=[O:86])[C:68]([C:83]([OH:85])=[O:84])=[CH:69][N:70]([CH:73]([C:75]2[CH:80]=[CH:79][C:78]([C:81]#[N:82])=[CH:77][CH:76]=2)[CH3:74])[C:71]=1[CH3:72], predict the reaction product. The product is: [C:81]([C:78]1[CH:77]=[CH:76][C:75]([CH:73]([N:70]2[CH:69]=[C:68]([C:83]([OH:85])=[O:84])[C:67](=[O:86])[C:66]([C:37]3[CH:36]=[CH:35][N:34]=[C:33]([C:32]([F:43])([F:42])[F:31])[CH:38]=3)=[C:71]2[CH3:72])[CH3:74])=[CH:80][CH:79]=1)#[N:82]. (2) Given the reactants [CH2:1]([C:3]1[S:4][C:5]([C:15]2[CH:20]=[CH:19][N+:18]([O-])=[CH:17][CH:16]=2)=[C:6]([C:8]2[CH:13]=[CH:12][C:11]([F:14])=[CH:10][CH:9]=2)[N:7]=1)[CH3:2].P(Cl)(Cl)([Cl:24])=O, predict the reaction product. The product is: [Cl:24][C:19]1[CH:20]=[C:15]([C:5]2[S:4][C:3]([CH2:1][CH3:2])=[N:7][C:6]=2[C:8]2[CH:13]=[CH:12][C:11]([F:14])=[CH:10][CH:9]=2)[CH:16]=[CH:17][N:18]=1. (3) Given the reactants [C:1]([NH:4][NH:5][C:6](=[O:14])[C:7]1[CH:12]=[CH:11][CH:10]=[C:9]([I:13])[CH:8]=1)(=O)[CH3:2], predict the reaction product. The product is: [I:13][C:9]1[CH:8]=[C:7]([C:6]2[O:14][C:1]([CH3:2])=[N:4][N:5]=2)[CH:12]=[CH:11][CH:10]=1. (4) Given the reactants [CH2:1]([Mg]Br)[CH2:2][CH2:3][CH2:4][CH2:5][CH2:6][CH2:7][CH2:8][CH2:9][CH3:10].[O:13]1[CH2:17][CH2:16][CH2:15][CH2:14]1, predict the reaction product. The product is: [CH3:10][CH2:9][CH2:8][CH2:7][CH2:6][CH2:5][CH2:4][CH2:3][CH2:2][CH2:1][C:14](=[O:13])[CH2:15][CH2:16][CH2:17][CH2:1][CH2:2][CH2:3][CH2:4][C:5]#[C:6][CH2:7][C:8]#[C:9][CH2:10][C:1]#[C:2][CH2:3][CH3:4]. (5) Given the reactants [CH3:1][O:2][CH:3]1[CH2:6][N:5](C(OC(C)(C)C)=O)[CH2:4]1.[F:14][C:15]([F:20])([F:19])[C:16]([OH:18])=[O:17], predict the reaction product. The product is: [F:14][C:15]([F:20])([F:19])[C:16]([OH:18])=[O:17].[CH3:1][O:2][CH:3]1[CH2:6][NH:5][CH2:4]1. (6) The product is: [C:1]([C:3]1[CH:4]=[C:5]([N:10]([CH2:25][C:23]2[CH:22]=[CH:21][CH:20]=[C:19]([O:18][CH3:17])[CH:24]=2)[C:11](=[O:14])[CH2:12][CH3:13])[CH:6]=[C:7]([F:9])[CH:8]=1)#[N:2]. Given the reactants [C:1]([C:3]1[CH:4]=[C:5]([NH:10][C:11](=[O:14])[CH2:12][CH3:13])[CH:6]=[C:7]([F:9])[CH:8]=1)#[N:2].O1[C:20]2[CH:21]=[CH:22][C:23]([CH2:25]NC3C=C(C=CC=3F)C#N)=[CH:24][C:19]=2[O:18][CH2:17]C1.COC1C=C(C=CC=1)CBr, predict the reaction product. (7) Given the reactants [CH3:1][C:2]1[N:7]=[C:6]([C:8]([O:10]C)=[O:9])[C:5]([N:12]2[N:16]=[C:15]([CH3:17])[CH:14]=[N:13]2)=[CH:4][CH:3]=1.[OH-].[Li+], predict the reaction product. The product is: [CH3:1][C:2]1[N:7]=[C:6]([C:8]([OH:10])=[O:9])[C:5]([N:12]2[N:16]=[C:15]([CH3:17])[CH:14]=[N:13]2)=[CH:4][CH:3]=1. (8) Given the reactants [Cl:1][C:2]1[S:3][CH:4]=[C:5]([CH2:7]Cl)[N:6]=1.[NH:9]1[CH2:13][CH2:12][CH2:11][CH2:10]1.C(=O)([O-])[O-].[K+].[K+], predict the reaction product. The product is: [Cl:1][C:2]1[S:3][CH:4]=[C:5]([CH2:7][N:9]2[CH2:13][CH2:12][CH2:11][CH2:10]2)[N:6]=1.